Dataset: hERG Central: cardiac toxicity at 1µM, 10µM, and general inhibition. Task: Predict hERG channel inhibition at various concentrations. (1) The drug is COc1ccc(C(=O)c2c3ccc(C(F)(F)F)cc3[n+]([O-])n2CCC[NH3+])cc1.[Cl-]. Results: hERG_inhib (hERG inhibition (general)): blocker. (2) The drug is Nc1nc(COC(=O)C2CCN(C(=O)c3ccc(Cl)cc3)CC2)nc(Nc2ccccc2)n1. Results: hERG_inhib (hERG inhibition (general)): blocker. (3) The compound is Cc1ccc2nc(N3CCN(C=O)CC3)nc(-c3ccccc3)c2c1. Results: hERG_inhib (hERG inhibition (general)): blocker. (4) The drug is COc1ccc(C2=Nn3c(nnc3-c3ccco3)SC2)cc1OC. Results: hERG_inhib (hERG inhibition (general)): blocker. (5) Results: hERG_inhib (hERG inhibition (general)): blocker. The drug is CCCn1c(N2CCN(Cc3ccc(Cl)cc3)CC2)nc2ccccc21.Cl.